Dataset: Full USPTO retrosynthesis dataset with 1.9M reactions from patents (1976-2016). Task: Predict the reactants needed to synthesize the given product. Given the product [Cl:1][C:2]1[CH:3]=[C:4]([CH:7]=[C:8]([Cl:19])[C:9]=1[C:10](=[O:18])[C:11]1[CH:16]=[CH:15][C:14]([Cl:17])=[CH:13][CH:12]=1)[CH2:5][N:34]=[N+:35]=[N-:36], predict the reactants needed to synthesize it. The reactants are: [Cl:1][C:2]1[CH:3]=[C:4]([CH:7]=[C:8]([Cl:19])[C:9]=1[C:10](=[O:18])[C:11]1[CH:16]=[CH:15][C:14]([Cl:17])=[CH:13][CH:12]=1)[CH2:5]O.C1(P([N:34]=[N+:35]=[N-:36])(C2C=CC=CC=2)=O)C=CC=CC=1.